From a dataset of Forward reaction prediction with 1.9M reactions from USPTO patents (1976-2016). Predict the product of the given reaction. (1) Given the reactants Cl[C:2]1[C:7]([C:8]2[CH:13]=[CH:12][CH:11]=[CH:10][CH:9]=2)=[N:6][N:5]=[C:4]2[N:14]([CH3:18])[N:15]=[C:16]([CH3:17])[C:3]=12.[F-:19].[K+], predict the reaction product. The product is: [F:19][C:2]1[C:7]([C:8]2[CH:13]=[CH:12][CH:11]=[CH:10][CH:9]=2)=[N:6][N:5]=[C:4]2[N:14]([CH3:18])[N:15]=[C:16]([CH3:17])[C:3]=12. (2) Given the reactants [BH4-].[Na+].[CH3:3][N:4]([CH3:16])[C:5]1[CH:6]=[C:7]([CH:10]=[C:11]([N:13]([CH3:15])[CH3:14])[CH:12]=1)[C:8]#[N:9].Cl, predict the reaction product. The product is: [NH2:9][CH2:8][C:7]1[CH:6]=[C:5]([N:4]([CH3:16])[CH3:3])[CH:12]=[C:11]([N:13]([CH3:14])[CH3:15])[CH:10]=1. (3) Given the reactants [I:1][C:2]1[CH:3]=[C:4]2[C:9](=[CH:10][CH:11]=1)[C:8](=[O:12])[NH:7][C:6](=[O:13])/[C:5]/2=[CH:14]\[NH:15][C:16]1[CH:21]=[CH:20][C:19]([N:22]2[CH2:27][CH2:26][NH:25][CH2:24][CH2:23]2)=[CH:18][CH:17]=1.C(O[BH-](OC(=O)C)OC(=O)C)(=O)C.[Na+].[O:42]1[CH:46]=[CH:45][CH:44]=[C:43]1[CH:47]=O.C(O)(=O)C.C(=O)(O)[O-].[Na+], predict the reaction product. The product is: [O:42]1[CH:46]=[CH:45][CH:44]=[C:43]1[CH2:47][N:25]1[CH2:24][CH2:23][N:22]([C:19]2[CH:18]=[CH:17][C:16]([NH:15]/[CH:14]=[C:5]3\[C:6](=[O:13])[NH:7][C:8](=[O:12])[C:9]4[C:4]\3=[CH:3][C:2]([I:1])=[CH:11][CH:10]=4)=[CH:21][CH:20]=2)[CH2:27][CH2:26]1. (4) The product is: [C:13]([C:11]1[N:10]=[C:9]([CH3:15])[N:8]([C:5]2[CH:6]=[CH:7][C:2]([F:1])=[CH:3][CH:4]=2)[CH:12]=1)#[CH:17]. Given the reactants [F:1][C:2]1[CH:7]=[CH:6][C:5]([N:8]2[CH:12]=[C:11]([CH2:13]O)[N:10]=[C:9]2[CH3:15])=[CH:4][CH:3]=1.F[C:17]1C=CC(N2C=C(C=O)N=C2C)=CC=1, predict the reaction product. (5) Given the reactants [NH2:1][C:2]1[C:7]([F:8])=[CH:6][N:5]=[C:4]([OH:9])[N:3]=1.Cl[CH2:11][O:12][CH2:13][C:14]1[CH:19]=[CH:18][CH:17]=[CH:16][CH:15]=1, predict the reaction product. The product is: [NH2:1][C:2]1[C:7]([F:8])=[CH:6][N:5]([CH2:11][O:12][CH2:13][C:14]2[CH:19]=[CH:18][CH:17]=[CH:16][CH:15]=2)[C:4](=[O:9])[N:3]=1. (6) The product is: [Br:1][C:2]1[C:10]2[C:5](=[CH:6][CH:7]=[C:8]([N+:11]([O-:13])=[O:12])[CH:9]=2)[N:4]([C:14]([O:15][C:16]([CH3:19])([CH3:18])[CH3:17])=[O:20])[N:3]=1. Given the reactants [Br:1][C:2]1[C:10]2[C:5](=[CH:6][CH:7]=[C:8]([N+:11]([O-:13])=[O:12])[CH:9]=2)[NH:4][N:3]=1.[C:14](=O)([O:20]C(C)(C)C)[O:15][C:16]([CH3:19])([CH3:18])[CH3:17].O.Cl, predict the reaction product. (7) Given the reactants [OH:1][C:2]1[CH:7]=[CH:6][C:5]([CH2:8][C:9]2[C:10]([O:17][C@@H:18]3[O:44][C@H:43]([CH2:45][O:46][C:47](=[O:52])[C:48]([CH3:51])([CH3:50])[CH3:49])[C@@H:35]([O:36][C:37](=[O:42])[C:38]([CH3:41])([CH3:40])[CH3:39])[C@H:27]([O:28][C:29](=[O:34])[C:30]([CH3:33])([CH3:32])[CH3:31])[C@H:19]3[O:20][C:21](=[O:26])[C:22]([CH3:25])([CH3:24])[CH3:23])=[N:11][NH:12][C:13]=2[CH:14]([CH3:16])[CH3:15])=[C:4]([CH3:53])[CH:3]=1.Br[CH2:55][CH2:56][CH2:57][Cl:58].[OH-].[Na+].Cl, predict the reaction product. The product is: [Cl:58][CH2:57][CH2:56][CH2:55][O:1][C:2]1[CH:7]=[CH:6][C:5]([CH2:8][C:9]2[C:10]([O:17][C@@H:18]3[O:44][C@H:43]([CH2:45][O:46][C:47](=[O:52])[C:48]([CH3:51])([CH3:50])[CH3:49])[C@@H:35]([O:36][C:37](=[O:42])[C:38]([CH3:39])([CH3:41])[CH3:40])[C@H:27]([O:28][C:29](=[O:34])[C:30]([CH3:31])([CH3:32])[CH3:33])[C@H:19]3[O:20][C:21](=[O:26])[C:22]([CH3:25])([CH3:23])[CH3:24])=[N:11][NH:12][C:13]=2[CH:14]([CH3:16])[CH3:15])=[C:4]([CH3:53])[CH:3]=1. (8) Given the reactants [Cl:1][C:2]1[CH:3]=[C:4]([CH:9]([CH:19]([OH:34])[C:20]2[CH:25]=[CH:24][CH:23]=[C:22]([NH:26][S:27]([C:30]([F:33])([F:32])[F:31])(=[O:29])=[O:28])[CH:21]=2)[CH2:10][NH:11][C:12](=O)OC(C)(C)C)[CH:5]=[CH:6][C:7]=1[Cl:8].NC1C=C(C(O)C(C2C=CC(Cl)=C(Cl)C=2)CNC(=O)OC(C)(C)C)C=CC=1.C(N(CC)CC)C.FC(F)(F)S(OS(C(F)(F)F)(=O)=O)(=O)=O, predict the reaction product. The product is: [Cl:1][C:2]1[CH:3]=[C:4]([C@H:9]([CH2:10][NH:11][CH3:12])[C@H:19]([C:20]2[CH:21]=[C:22]([NH:26][S:27]([C:30]([F:33])([F:31])[F:32])(=[O:28])=[O:29])[CH:23]=[CH:24][CH:25]=2)[OH:34])[CH:5]=[CH:6][C:7]=1[Cl:8]. (9) Given the reactants [C:1]([C:3]1[C:4]([C:16]([F:19])([F:18])[F:17])=[C:5]2[C:9](=[CH:10][CH:11]=1)[N:8]([CH2:12][C:13]([OH:15])=O)[CH:7]=[CH:6]2)#[N:2].[Br:20][C:21]1[CH:22]=[C:23]([C:27]([NH:29][NH2:30])=O)[CH:24]=[N:25][CH:26]=1, predict the reaction product. The product is: [Br:20][C:21]1[CH:22]=[C:23]([C:27]2[O:15][C:13]([CH2:12][N:8]3[C:9]4[C:5](=[C:4]([C:16]([F:19])([F:18])[F:17])[C:3]([C:1]#[N:2])=[CH:11][CH:10]=4)[CH:6]=[CH:7]3)=[N:30][N:29]=2)[CH:24]=[N:25][CH:26]=1.